Dataset: NCI-60 drug combinations with 297,098 pairs across 59 cell lines. Task: Regression. Given two drug SMILES strings and cell line genomic features, predict the synergy score measuring deviation from expected non-interaction effect. (1) Drug 1: CCCCCOC(=O)NC1=NC(=O)N(C=C1F)C2C(C(C(O2)C)O)O. Drug 2: C#CCC(CC1=CN=C2C(=N1)C(=NC(=N2)N)N)C3=CC=C(C=C3)C(=O)NC(CCC(=O)O)C(=O)O. Cell line: IGROV1. Synergy scores: CSS=53.0, Synergy_ZIP=2.88, Synergy_Bliss=-0.166, Synergy_Loewe=-30.2, Synergy_HSA=-1.15. (2) Drug 2: C1C(C(OC1N2C=NC3=C2NC=NCC3O)CO)O. Drug 1: CC1C(C(CC(O1)OC2CC(CC3=C2C(=C4C(=C3O)C(=O)C5=C(C4=O)C(=CC=C5)OC)O)(C(=O)C)O)N)O.Cl. Synergy scores: CSS=-1.64, Synergy_ZIP=4.55, Synergy_Bliss=-3.88, Synergy_Loewe=-14.4, Synergy_HSA=-7.15. Cell line: MDA-MB-435. (3) Drug 1: CC1=C(C=C(C=C1)NC(=O)C2=CC=C(C=C2)CN3CCN(CC3)C)NC4=NC=CC(=N4)C5=CN=CC=C5. Drug 2: C1=CC=C(C=C1)NC(=O)CCCCCCC(=O)NO. Cell line: EKVX. Synergy scores: CSS=0.446, Synergy_ZIP=-1.40, Synergy_Bliss=0.137, Synergy_Loewe=-6.10, Synergy_HSA=-4.40.